Dataset: Experimentally validated miRNA-target interactions with 360,000+ pairs, plus equal number of negative samples. Task: Binary Classification. Given a miRNA mature sequence and a target amino acid sequence, predict their likelihood of interaction. (1) The miRNA is mmu-miR-324-5p with sequence CGCAUCCCCUAGGGCAUUGGUGU. The protein sequence of the target gene is MALWGLPGSAVLAASVFVGGAVSSPLVAADNTGSHTLHSRAETTPSSPTNNPGNGHPEYIAYVLVPVFFVMGLLGVLICHLLKKKGYRCTTEAEQEVEEEKVEKIELNDSINENSDTVGQIVQYIMKNEANADILKAMVADNSVGDIESPVTPSTPGSPPVSPGPLSPGATPGKHVCGHHLHTVGGVVERDVCQRCRHKRWHFIKPTNKTKEGRPRRQGEVTVLSVGRFRVTKVEHKSNQKERRSLMSVSGIESVNGDVPATPVKRERSDTE. Result: 0 (no interaction). (2) The miRNA is mmu-miR-669e-5p with sequence UGUCUUGUGUGUGCAUGUUCAU. The protein sequence of the target gene is MAHAPARCPSARGSGDGEMGKPRNVALITGITGQDGSYLAEFLLEKGYEVHGIVRRSSSFNTGRIEHLYKNPQAHIEGNMKLHYGDLTDSTCLVKIINEVKPTEIYNLGAQSHVKISFDLAEYTADVDGVGTLRLLDAVKTCGLINSVKFYQASTSELYGKVQEIPQKETTPFYPRSPYGAAKLYAYWIVVNFREAYNLFAVNGILFNHESPRRGANFVTRKISRSVAKIYLGQLECFSLGNLDAKRDWGHAKDYVEAMWLMLQNDEPEDFVIATGEVHSVREFVEKSFLHIGKTIVWEG.... Result: 0 (no interaction). (3) The miRNA is hsa-miR-4722-5p with sequence GGCAGGAGGGCUGUGCCAGGUUG. The protein sequence of the target gene is MGEQNHSPGKELQHRTRAEAPGKKSWHSQAYALGAVSNFMSTFLTFPIYKVVFRQQIHAMAVSEAVRQLWHEGPQYFYRGIYPPLLSKTLQGTLLFGTYDSLLCFLSPVGPHTLGHRWAAGLMSGVVEAVALSPFERVQNVLQDGRKQARFPSTFSILKEFNSYGLWGRLSLGYYRGFWPVLARNSLGSALYFSFKDPIQDGLAEQGLPHWVPALVSGSVNGTITCLVLYPLIVLVANMQSHIGWQNMPSLWASAQDVWNTRGRKLLLIYRGGSLVILRSSVTWGLTTAIHDFLQRKSHS.... Result: 1 (interaction). (4) The miRNA is hsa-miR-569 with sequence AGUUAAUGAAUCCUGGAAAGU. The protein sequence of the target gene is MAKSPENSTLEEILGQYQRSLREHASRSIHQLTCALKEGDVTIGEDAPNLSFSTSVGNEDARTAWPELQQSHAVNQLKDLLRQQADKESEVSPSRRRKMSPLRSLEHEETNMPTMHDLVHTINDQSQYIHHLEAEVKFCKEELSGMKNKIQVVVLENEGLQQQLKSQRQEETLREQTLLDASGNMHNSWITTGEDSGVGETSKRPFSHDNADFGKAASAGEQLELEKLKLTYEEKCEIEESQLKFLRNDLAEYQRTCEDLKEQLKHKEFLLAANTCNRVGGLCLKCAQHEAVLSQTHTNV.... Result: 0 (no interaction).